From a dataset of Peptide-MHC class II binding affinity with 134,281 pairs from IEDB. Regression. Given a peptide amino acid sequence and an MHC pseudo amino acid sequence, predict their binding affinity value. This is MHC class II binding data. (1) The peptide sequence is CVPKVTFTVEKGSNE. The MHC is HLA-DQA10501-DQB10301 with pseudo-sequence HLA-DQA10501-DQB10301. The binding affinity (normalized) is 0.390. (2) The MHC is DRB1_1101 with pseudo-sequence DRB1_1101. The binding affinity (normalized) is 0. The peptide sequence is VGDDSGGFSTTVSTE. (3) The peptide sequence is AFKGAATAANAAPAN. The MHC is DRB1_0901 with pseudo-sequence DRB1_0901. The binding affinity (normalized) is 0.371.